This data is from Forward reaction prediction with 1.9M reactions from USPTO patents (1976-2016). The task is: Predict the product of the given reaction. (1) Given the reactants [Br:1][C:2]1[CH:3]=[CH:4][C:5]([N+:16]([O-])=O)=[C:6]([NH:8][C@H:9]2[CH2:14][CH2:13][C@H:12]([OH:15])[CH2:11][CH2:10]2)[CH:7]=1.[H][H], predict the reaction product. The product is: [NH2:16][C:5]1[CH:4]=[CH:3][C:2]([Br:1])=[CH:7][C:6]=1[NH:8][C@H:9]1[CH2:10][CH2:11][C@H:12]([OH:15])[CH2:13][CH2:14]1. (2) Given the reactants [NH2:1][C:2]1[CH:3]=[N:4][CH:5]=[CH:6][C:7]=1[N:8]1[CH2:13][C@H:12]([C:14]([F:17])([F:16])[F:15])[CH2:11][C@H:10]([NH:18][C:19](=[O:25])[O:20][C:21]([CH3:24])([CH3:23])[CH3:22])[CH2:9]1.[C:26]([O:30][C:31]([NH:33][C:34]1[O:42][C:41]2[C:36](=[N:37][CH:38]=[C:39]([CH3:43])[CH:40]=2)[C:35]=1[C:44](O)=[O:45])=[O:32])([CH3:29])([CH3:28])[CH3:27].CCN(C(C)C)C(C)C.CN(C(ON1N=NC2C=CC=NC1=2)=[N+](C)C)C.F[P-](F)(F)(F)(F)F, predict the reaction product. The product is: [C:26]([O:30][C:31]([NH:33][C:34]1[O:42][C:41]2[C:36](=[N:37][CH:38]=[C:39]([CH3:43])[CH:40]=2)[C:35]=1[C:44]([NH:1][C:2]1[CH:3]=[N:4][CH:5]=[CH:6][C:7]=1[N:8]1[CH2:13][C@H:12]([C:14]([F:16])([F:15])[F:17])[CH2:11][C@H:10]([NH:18][C:19](=[O:25])[O:20][C:21]([CH3:22])([CH3:24])[CH3:23])[CH2:9]1)=[O:45])=[O:32])([CH3:29])([CH3:27])[CH3:28]. (3) Given the reactants [C:1](Cl)(Cl)=[O:2].[O:5]1[CH2:10][CH2:9][CH:8]([N:11]2[CH2:15][CH2:14][NH:13][C:12]2=[O:16])[CH2:7][CH2:6]1.N1C=CC=CC=1.[CH3:23][C:24]1[N:29]=[C:28]([NH2:30])[CH:27]=[CH:26][C:25]=1[O:31][C:32]1[CH:37]=[CH:36][N:35]=[C:34]([C:38]2[O:42][N:41]=[C:40]([CH3:43])[CH:39]=2)[CH:33]=1, predict the reaction product. The product is: [CH3:23][C:24]1[N:29]=[C:28]([NH:30][C:1]([N:13]2[CH2:14][CH2:15][N:11]([CH:8]3[CH2:7][CH2:6][O:5][CH2:10][CH2:9]3)[C:12]2=[O:16])=[O:2])[CH:27]=[CH:26][C:25]=1[O:31][C:32]1[CH:37]=[CH:36][N:35]=[C:34]([C:38]2[O:42][N:41]=[C:40]([CH3:43])[CH:39]=2)[CH:33]=1. (4) Given the reactants [NH:1]1[CH2:6][CH2:5][C:4]2([O:11][C:10]3[C:12]4[C:17]([C:18](=[O:21])[C:19](=[O:20])[C:9]=3[S:8][CH2:7]2)=[CH:16][CH:15]=[CH:14][CH:13]=4)[CH2:3][CH2:2]1.Br[CH2:23][CH:24]1[CH2:28][CH2:27][CH2:26][O:25]1, predict the reaction product. The product is: [O:25]1[CH2:26][CH2:27][CH2:28][CH:24]1[CH2:23][N:1]1[CH2:2][CH2:3][C:4]2([O:11][C:10]3[C:12]4[C:17]([C:18](=[O:21])[C:19](=[O:20])[C:9]=3[S:8][CH2:7]2)=[CH:16][CH:15]=[CH:14][CH:13]=4)[CH2:5][CH2:6]1. (5) Given the reactants C([O:8][C:9]1[CH:14]=[C:13](I)[CH:12]=[CH:11][C:10]=1[N:16]1[S:20](=[O:22])(=[O:21])[N:19](CC[Si](C)(C)C)[C:18](=[O:29])[CH2:17]1)C1C=CC=CC=1.I[CH2:31][C:32]1[CH:37]=[CH:36][CH:35]=[CH:34][C:33]=1[CH2:38][C:39]#[N:40], predict the reaction product. The product is: [OH:8][C:9]1[CH:14]=[C:13]([CH:12]=[CH:11][C:10]=1[N:16]1[CH2:17][C:18](=[O:29])[NH:19][S:20]1(=[O:21])=[O:22])[CH2:31][C:32]1[CH:37]=[CH:36][CH:35]=[CH:34][C:33]=1[CH2:38][C:39]#[N:40]. (6) Given the reactants [Cl:1][C:2]1[C:3](I)=[C:4]2[CH:10]=[CH:9][N:8]([Si:11]([CH:18]([CH3:20])[CH3:19])([CH:15]([CH3:17])[CH3:16])[CH:12]([CH3:14])[CH3:13])[C:5]2=[N:6][CH:7]=1.[Li]CCCC.[CH2:27]([N:34]([CH2:42][C:43]1[CH:48]=[CH:47][CH:46]=[CH:45][CH:44]=1)[C@H:35]1[CH2:39][CH2:38][CH:37]([CH:40]=[O:41])[CH2:36]1)[C:28]1[CH:33]=[CH:32][CH:31]=[CH:30][CH:29]=1.[NH4+].[Cl-], predict the reaction product. The product is: [Cl:1][C:2]1[C:3]([CH:40]([CH:37]2[CH2:38][CH2:39][C@H:35]([N:34]([CH2:42][C:43]3[CH:44]=[CH:45][CH:46]=[CH:47][CH:48]=3)[CH2:27][C:28]3[CH:29]=[CH:30][CH:31]=[CH:32][CH:33]=3)[CH2:36]2)[OH:41])=[C:4]2[CH:10]=[CH:9][N:8]([Si:11]([CH:18]([CH3:20])[CH3:19])([CH:15]([CH3:17])[CH3:16])[CH:12]([CH3:14])[CH3:13])[C:5]2=[N:6][CH:7]=1.